Predict the product of the given reaction. From a dataset of Forward reaction prediction with 1.9M reactions from USPTO patents (1976-2016). The product is: [CH3:1][CH:2]([NH:12][C:13]([CH3:14])([CH3:16])[CH3:15])[C:3]([C:5]1[CH:6]=[CH:7][CH:8]=[C:9]([Cl:11])[CH:10]=1)=[O:4]. Given the reactants [CH3:1][CH:2]([NH:12][C:13]([CH3:16])([CH3:15])[CH3:14])[C:3]([C:5]1[CH:6]=[CH:7][CH:8]=[C:9]([Cl:11])[CH:10]=1)=[O:4].Cl.Br, predict the reaction product.